The task is: Regression. Given a peptide amino acid sequence and an MHC pseudo amino acid sequence, predict their binding affinity value. This is MHC class I binding data.. This data is from Peptide-MHC class I binding affinity with 185,985 pairs from IEDB/IMGT. The peptide sequence is TVKMGAFMYT. The MHC is HLA-A68:02 with pseudo-sequence HLA-A68:02. The binding affinity (normalized) is 0.454.